From a dataset of Peptide-MHC class I binding affinity with 185,985 pairs from IEDB/IMGT. Regression. Given a peptide amino acid sequence and an MHC pseudo amino acid sequence, predict their binding affinity value. This is MHC class I binding data. (1) The peptide sequence is NRDVSFQDL. The MHC is HLA-A03:01 with pseudo-sequence HLA-A03:01. The binding affinity (normalized) is 0.0847. (2) The peptide sequence is NMVYMPASW. The MHC is HLA-A23:01 with pseudo-sequence HLA-A23:01. The binding affinity (normalized) is 0.394.